Task: Predict the product of the given reaction.. Dataset: Forward reaction prediction with 1.9M reactions from USPTO patents (1976-2016) (1) Given the reactants BrBr.[OH-].[Na+].[Br:5][C:6]1[CH:19]=[C:18]([O:20][CH3:21])[CH:17]=[CH:16][C:7]=1[C:8](C1C=CC=CC=1)=[O:9].S([O-])([O-])=[O:23].[Na+].[Na+].Br[O-].[Na+].Cl, predict the reaction product. The product is: [Br:5][C:6]1[CH:19]=[C:18]([O:20][CH3:21])[CH:17]=[CH:16][C:7]=1[C:8]([OH:9])=[O:23]. (2) Given the reactants [OH:1][C:2]1[CH:3]=[C:4]2[C:8](=[CH:9][CH:10]=1)[NH:7][CH:6]=[CH:5]2.C1(P(C2C=CC=CC=2)C2C=CC=CC=2)C=CC=CC=1.[F:30][C:31]1[CH:39]=[CH:38][C:34]([CH2:35][CH2:36]O)=[CH:33][CH:32]=1.CC(OC(/N=N/C(OC(C)C)=O)=O)C, predict the reaction product. The product is: [F:30][C:31]1[CH:39]=[CH:38][C:34]([CH2:35][CH2:36][O:1][C:2]2[CH:3]=[C:4]3[C:8](=[CH:9][CH:10]=2)[NH:7][CH:6]=[CH:5]3)=[CH:33][CH:32]=1.